Dataset: TCR-epitope binding with 47,182 pairs between 192 epitopes and 23,139 TCRs. Task: Binary Classification. Given a T-cell receptor sequence (or CDR3 region) and an epitope sequence, predict whether binding occurs between them. The epitope is TFYLTNDVSFL. The TCR CDR3 sequence is CASSFTGSQETQYF. Result: 1 (the TCR binds to the epitope).